Dataset: Full USPTO retrosynthesis dataset with 1.9M reactions from patents (1976-2016). Task: Predict the reactants needed to synthesize the given product. (1) Given the product [C:1]([NH:4][C:5]1[N:10]2[C:11]3[N:18]=[CH:17][CH:16]=[CH:15][C:12]=3[C:13]([C:23]3[CH:24]=[CH:25][N:26]=[C:21]([S:20][CH3:19])[N:22]=3)=[C:9]2[CH:8]=[CH:7][N:6]=1)(=[O:3])[CH3:2], predict the reactants needed to synthesize it. The reactants are: [C:1]([NH:4][C:5]1[N:10]2[C:11]3[N:18]=[CH:17][CH:16]=[CH:15][C:12]=3[C:13](I)=[C:9]2[CH:8]=[CH:7][N:6]=1)(=[O:3])[CH3:2].[CH3:19][S:20][C:21]1[N:26]=[C:25]([Sn](C)(C)C)[CH:24]=[CH:23][N:22]=1.C1C=CC(P(C2C=CC=CC=2)C2C=CC=CC=2)=CC=1.[Li+].[Cl-]. (2) Given the product [Cl:1][C:2]1[CH:3]=[CH:4][C:5]([CH2:6][N:7]2[C:12]3[S:13][C:14]4[CH2:19][N:18]([C:32]([C:27]5[CH:28]=[N:29][CH:30]=[CH:31][N:26]=5)=[O:33])[CH2:17][CH2:16][C:15]=4[C:11]=3[C:10]3=[N:20][CH:21]=[N:22][N:9]3[C:8]2=[O:23])=[CH:24][CH:25]=1, predict the reactants needed to synthesize it. The reactants are: [Cl:1][C:2]1[CH:25]=[CH:24][C:5]([CH2:6][N:7]2[C:12]3[S:13][C:14]4[CH2:19][NH:18][CH2:17][CH2:16][C:15]=4[C:11]=3[C:10]3=[N:20][CH:21]=[N:22][N:9]3[C:8]2=[O:23])=[CH:4][CH:3]=1.[N:26]1[CH:31]=[CH:30][N:29]=[CH:28][C:27]=1[C:32](O)=[O:33].CN(C(ON1N=NC2C=CC=NC1=2)=[N+](C)C)C.F[P-](F)(F)(F)(F)F.C(N(CC)CC)C. (3) Given the product [OH:25][CH:24]([CH2:26][CH2:27][CH2:28][CH2:29][CH2:30][CH2:31][CH2:32][CH2:33][CH2:34][CH2:35][CH2:36][CH2:37][CH2:38][CH2:39][CH2:40][CH2:41][CH3:42])[CH2:23][CH2:22][CH2:21][CH2:20][CH2:19][CH2:18][CH2:17][CH2:16][CH2:15][CH2:14][CH2:13][CH2:12][CH2:11][CH2:10][CH2:9][CH2:8][CH3:7], predict the reactants needed to synthesize it. The reactants are: [H-].[Al+3].[Li+].[H-].[H-].[H-].[CH3:7][CH2:8][CH2:9][CH2:10][CH2:11][CH2:12][CH2:13][CH2:14][CH2:15][CH2:16][CH2:17][CH2:18][CH2:19][CH2:20][CH2:21][CH2:22][CH2:23][C:24]([CH2:26][CH2:27][CH2:28][CH2:29][CH2:30][CH2:31][CH2:32][CH2:33][CH2:34][CH2:35][CH2:36][CH2:37][CH2:38][CH2:39][CH2:40][CH2:41][CH3:42])=[O:25]. (4) Given the product [O:55]=[S:2]1(=[O:1])[CH2:7][CH2:6][N:5]([CH2:8][C:9]2[CH:14]=[CH:13][C:12]([N:15]3[C:19]4[N:20]=[C:21]([N:49]5[CH2:54][CH2:53][O:52][CH2:51][CH2:50]5)[N:22]=[C:23]([C:24]5[CH:29]=[N:28][C:27]([NH2:30])=[N:26][CH:25]=5)[C:18]=4[CH2:17][CH2:16]3)=[CH:11][CH:10]=2)[CH2:4][CH2:3]1, predict the reactants needed to synthesize it. The reactants are: [O:1]=[S:2]1(=[O:55])[CH2:7][CH2:6][N:5]([CH2:8][C:9]2[CH:14]=[CH:13][C:12]([N:15]3[C:19]4[N:20]=[C:21]([N:49]5[CH2:54][CH2:53][O:52][CH2:51][CH2:50]5)[N:22]=[C:23]([C:24]5[CH:25]=[N:26][C:27]([N:30](CC6C=CC(OC)=CC=6)CC6C=CC(OC)=CC=6)=[N:28][CH:29]=5)[C:18]=4[CH2:17][CH2:16]3)=[CH:11][CH:10]=2)[CH2:4][CH2:3]1.S(=O)(=O)(O)O.P([O-])([O-])([O-])=O.[K+].[K+].[K+]. (5) Given the product [C:1]([O:5][C:6](=[O:45])[N:7]([C@H:8]1[CH2:13][CH2:12][C@@H:11]([N:14]2[C:19](=[O:20])[C:18]3[CH:21]=[C:22]([F:25])[CH:23]=[N:24][C:17]=3[N:16]([C:26]3[CH:27]=[C:28]([C:50]4[CH:49]=[CH:48][C:47]([OH:46])=[CH:54][C:51]=4[CH:52]=[O:53])[CH:29]=[CH:30][CH:31]=3)[C:15]2=[O:33])[CH2:10][CH2:9]1)[CH2:34][C:35]1[N:36]=[C:37]2[CH:42]=[CH:41][C:40]([F:43])=[CH:39][N:38]2[CH:44]=1)([CH3:4])([CH3:3])[CH3:2], predict the reactants needed to synthesize it. The reactants are: [C:1]([O:5][C:6](=[O:45])[N:7]([CH2:34][C:35]1[N:36]=[C:37]2[CH:42]=[CH:41][C:40]([F:43])=[CH:39][N:38]2[CH:44]=1)[C@H:8]1[CH2:13][CH2:12][C@@H:11]([N:14]2[C:19](=[O:20])[C:18]3[CH:21]=[C:22]([F:25])[CH:23]=[N:24][C:17]=3[N:16]([C:26]3[CH:31]=[CH:30][CH:29]=[C:28](I)[CH:27]=3)[C:15]2=[O:33])[CH2:10][CH2:9]1)([CH3:4])([CH3:3])[CH3:2].[OH:46][C:47]1[CH:48]=[CH:49][C:50](B2OC(C)(C)C(C)(C)O2)=[C:51]([CH:54]=1)[CH:52]=[O:53]. (6) The reactants are: [C:1]([C:9]1[N:14]=[CH:13][C:12]([C:15]([OH:17])=O)=[CH:11][N:10]=1)(=[O:8])[C:2]1[CH:7]=[CH:6][CH:5]=[CH:4][CH:3]=1.C(Cl)(=O)C(Cl)=O.[N:24]1([NH2:30])[CH2:29][CH2:28][O:27][CH2:26][CH2:25]1.CCN(C(C)C)C(C)C. Given the product [N:24]1([NH:30][C:15]([C:12]2[CH:13]=[N:14][C:9]([C:1](=[O:8])[C:2]3[CH:3]=[CH:4][CH:5]=[CH:6][CH:7]=3)=[N:10][CH:11]=2)=[O:17])[CH2:29][CH2:28][O:27][CH2:26][CH2:25]1, predict the reactants needed to synthesize it. (7) The reactants are: [F:1][C:2]1[CH:3]=[C:4]([NH:9][C:10]2[O:14][C:13]([C:15]([NH:17][C:18]3[CH:19]=[CH:20][C:21]([N:24]4[CH2:29][CH2:28][C:27]([CH3:34])([C:30]([O:32]C)=[O:31])[CH2:26][CH2:25]4)=[N:22][CH:23]=3)=[O:16])=[N:12][N:11]=2)[CH:5]=[CH:6][C:7]=1[F:8].[OH-].[Na+]. Given the product [F:1][C:2]1[CH:3]=[C:4]([NH:9][C:10]2[O:14][C:13]([C:15]([NH:17][C:18]3[CH:19]=[CH:20][C:21]([N:24]4[CH2:25][CH2:26][C:27]([CH3:34])([C:30]([OH:32])=[O:31])[CH2:28][CH2:29]4)=[N:22][CH:23]=3)=[O:16])=[N:12][N:11]=2)[CH:5]=[CH:6][C:7]=1[F:8], predict the reactants needed to synthesize it. (8) Given the product [CH2:1]([N:3]([CH3:25])[C:4]1[N:24]=[C:7]2[CH:8]=[C:9]([NH:12][C:13]([C:15]3[N:19]([CH3:20])[N:18]=[CH:17][C:16]=3[C:21]([N:26]3[CH2:29][CH2:28][CH2:27]3)=[O:23])=[O:14])[CH:10]=[CH:11][N:6]2[N:5]=1)[CH3:2], predict the reactants needed to synthesize it. The reactants are: [CH2:1]([N:3]([CH3:25])[C:4]1[N:24]=[C:7]2[CH:8]=[C:9]([NH:12][C:13]([C:15]3[N:19]([CH3:20])[N:18]=[CH:17][C:16]=3[C:21]([OH:23])=O)=[O:14])[CH:10]=[CH:11][N:6]2[N:5]=1)[CH3:2].[NH:26]1[CH2:29][CH2:28][CH2:27]1.CCCP(=O)=O.C(N(CC)C(C)C)(C)C. (9) Given the product [Br-:28].[C:10]([C:9]([C:18]1[CH:19]=[CH:20][CH:21]=[CH:22][CH:23]=1)([C:12]1[CH:13]=[CH:14][CH:15]=[CH:16][CH:17]=1)[C:4]12[CH2:5][CH2:6][N+:1]([CH2:27][CH2:26][O:25][CH3:24])([CH2:2][CH2:3]1)[CH2:8][CH2:7]2)#[N:11], predict the reactants needed to synthesize it. The reactants are: [N:1]12[CH2:8][CH2:7][C:4]([C:9]([C:18]3[CH:23]=[CH:22][CH:21]=[CH:20][CH:19]=3)([C:12]3[CH:17]=[CH:16][CH:15]=[CH:14][CH:13]=3)[C:10]#[N:11])([CH2:5][CH2:6]1)[CH2:3][CH2:2]2.[CH3:24][O:25][CH2:26][CH2:27][Br:28].